From a dataset of Forward reaction prediction with 1.9M reactions from USPTO patents (1976-2016). Predict the product of the given reaction. (1) Given the reactants [C:1]([NH:9][C:10]1[CH:30]=[CH:29][N:13]([C@@H:14]2[O:28][C@H:18]([CH2:19][O:20][Si](C(C)(C)C)(C)C)[C@@H:16]([OH:17])[CH2:15]2)[C:12](=[O:31])[N:11]=1)(=[O:8])[C:2]1[CH:7]=[CH:6][CH:5]=[CH:4][CH:3]=1.[N-:32]=[N+:33]=[N-:34].[Na+].[NH4+].[F-].[CH2:38](Cl)Cl, predict the reaction product. The product is: [C:1]([NH:9][C:10]1[CH:30]=[CH:29][N:13]([C@@H:14]2[O:28][C@H:18]([CH2:19][OH:20])[C@@H:16]([O:17][CH2:38][N:32]=[N+:33]=[N-:34])[CH2:15]2)[C:12](=[O:31])[N:11]=1)(=[O:8])[C:2]1[CH:3]=[CH:4][CH:5]=[CH:6][CH:7]=1. (2) Given the reactants Cl.[O:2]1[CH2:7][CH2:6][CH:5]([C:8](=[NH:12])OCC)[CH2:4][CH2:3]1.CO[CH:15](OC)[CH2:16][NH2:17], predict the reaction product. The product is: [O:2]1[CH2:3][CH2:4][CH:5]([C:8]2[NH:12][CH:15]=[CH:16][N:17]=2)[CH2:6][CH2:7]1. (3) Given the reactants [NH2:1][C:2]1[CH:11]=[C:10]([CH3:12])[CH:9]=[CH:8][C:3]=1[C:4]([O:6][CH3:7])=[O:5].[Cl:13][C:14]1[S:18][C:17]([C:19](Cl)=[O:20])=[CH:16][CH:15]=1, predict the reaction product. The product is: [Cl:13][C:14]1[S:18][C:17]([C:19]([NH:1][C:2]2[CH:11]=[C:10]([CH3:12])[CH:9]=[CH:8][C:3]=2[C:4]([O:6][CH3:7])=[O:5])=[O:20])=[CH:16][CH:15]=1.